This data is from Full USPTO retrosynthesis dataset with 1.9M reactions from patents (1976-2016). The task is: Predict the reactants needed to synthesize the given product. (1) Given the product [F:19][C:2]([F:1])([F:18])[O:3][C:4]1[CH:13]=[CH:12][C:11]([NH2:10])=[C:6]([C:7]2[NH:8][N:15]=[CH:16][N:17]=2)[CH:5]=1, predict the reactants needed to synthesize it. The reactants are: [F:1][C:2]([F:19])([F:18])[O:3][C:4]1[CH:13]=[CH:12][C:11]2[NH:10]C(=O)[N:8]3[N:15]=[CH:16][N:17]=[C:7]3[C:6]=2[CH:5]=1.BrC1C=CC2NC(=O)N3N=CN=C3C=2C=1. (2) Given the product [Br:1][C:2]1[CH:3]=[C:4]([CH:8]=[C:9]([N+:11]([O-:13])=[O:12])[CH:10]=1)[C:5]([O:7][CH3:14])=[O:6], predict the reactants needed to synthesize it. The reactants are: [Br:1][C:2]1[CH:3]=[C:4]([CH:8]=[C:9]([N+:11]([O-:13])=[O:12])[CH:10]=1)[C:5]([OH:7])=[O:6].[C:14](=O)([O-])[O-].[K+].[K+].CI. (3) Given the product [Br:1][C:2]1[C:3]([O:9][CH3:10])=[CH:4][CH:5]=[CH:6][C:7]=1[I:8], predict the reactants needed to synthesize it. The reactants are: [Br:1][C:2]1[C:7]([I:8])=[CH:6][CH:5]=[CH:4][C:3]=1[OH:9].[CH3:10]N(C=O)C.C([O-])([O-])=O.[K+].[K+].CI.